From a dataset of Catalyst prediction with 721,799 reactions and 888 catalyst types from USPTO. Predict which catalyst facilitates the given reaction. (1) Reactant: Cl[C:2]1[N:7]=[CH:6][C:5]([NH:8][CH3:9])=[C:4]([C:10]2[CH:15]=[CH:14][CH:13]=[CH:12][C:11]=2[CH3:16])[CH:3]=1.CC(C)([O-])C.[Na+].C1C=CC(P(C2C(C3C(P(C4C=CC=CC=4)C4C=CC=CC=4)=CC=C4C=3C=CC=C4)=C3C(C=CC=C3)=CC=2)C2C=CC=CC=2)=CC=1.[CH3:69][O:70][CH2:71][CH2:72][NH:73][CH3:74]. Product: [CH3:69][O:70][CH2:71][CH2:72][N:73]([CH3:74])[C:2]1[CH:3]=[C:4]([C:10]2[CH:15]=[CH:14][CH:13]=[CH:12][C:11]=2[CH3:16])[C:5]([NH:8][CH3:9])=[CH:6][N:7]=1. The catalyst class is: 164. (2) Reactant: [N+:1]([C:4]1[CH:21]=[CH:20][C:7]2[N:8]=[C:9]([C:11]3[CH:16]=[CH:15][C:14]([N+:17]([O-])=O)=[CH:13][CH:12]=3)[S:10][C:6]=2[CH:5]=1)([O-])=O.Cl[Sn]Cl. Product: [NH2:17][C:14]1[CH:13]=[CH:12][C:11]([C:9]2[S:10][C:6]3[CH:5]=[C:4]([NH2:1])[CH:21]=[CH:20][C:7]=3[N:8]=2)=[CH:16][CH:15]=1. The catalyst class is: 240. (3) Reactant: [NH:1]1[CH2:6][CH2:5][CH:4]([C:7]2[CH:29]=[CH:28][C:10]([C:11]([NH:13][C:14]3[CH:19]=[CH:18][CH:17]=[CH:16][C:15]=3[NH:20][C:21](=[O:27])[O:22][C:23]([CH3:26])([CH3:25])[CH3:24])=[O:12])=[CH:9][CH:8]=2)[CH2:3][CH2:2]1.[CH3:30][N:31]1[CH:35]=[C:34]([CH:36]=O)[C:33]([CH3:38])=[N:32]1.C(O)(=O)C.C(O[BH-](OC(=O)C)OC(=O)C)(=O)C.[Na+].C(=O)(O)[O-].[Na+]. Product: [CH3:30][N:31]1[CH:35]=[C:34]([CH2:36][N:1]2[CH2:6][CH2:5][CH:4]([C:7]3[CH:29]=[CH:28][C:10]([C:11]([NH:13][C:14]4[CH:19]=[CH:18][CH:17]=[CH:16][C:15]=4[NH:20][C:21](=[O:27])[O:22][C:23]([CH3:25])([CH3:26])[CH3:24])=[O:12])=[CH:9][CH:8]=3)[CH2:3][CH2:2]2)[C:33]([CH3:38])=[N:32]1. The catalyst class is: 268. (4) Reactant: [F:1][C:2]1[CH:7]=[CH:6][C:5]([F:8])=[CH:4][C:3]=1[CH:9]([S:20]([C:23]1[CH:28]=[CH:27][C:26]([C:29]([F:32])([F:31])[F:30])=[CH:25][N:24]=1)(=[O:22])=[O:21])[C:10]1[C:11]([CH3:19])=[CH:12][C:13]([C:16](O)=[O:17])=[N:14][CH:15]=1.[NH2:33][CH2:34][CH2:35][OH:36].ON1C2C=CC=CC=2N=N1.CN1CCOCC1.Cl.C(N=C=NCCCN(C)C)C. Product: [F:1][C:2]1[CH:7]=[CH:6][C:5]([F:8])=[CH:4][C:3]=1[CH:9]([S:20]([C:23]1[CH:28]=[CH:27][C:26]([C:29]([F:31])([F:32])[F:30])=[CH:25][N:24]=1)(=[O:22])=[O:21])[C:10]1[C:11]([CH3:19])=[CH:12][C:13]([C:16]([NH:33][CH2:34][CH2:35][OH:36])=[O:17])=[N:14][CH:15]=1. The catalyst class is: 2. (5) Reactant: [NH2:1][C:2]1[C:3]([NH:13][C@H:14]2[C@@H:18]3[O:19][C:20]([CH3:23])([CH3:22])[O:21][C@@H:17]3[C@@H:16]([O:24][CH2:25][CH2:26][OH:27])[CH2:15]2)=[N:4][C:5]([S:9][CH2:10][CH2:11][CH3:12])=[N:6][C:7]=1[Cl:8].C(O)(=O)C.[N:32]([O-])=O.[Na+].C(=O)([O-])[O-].[K+].[K+]. Product: [Cl:8][C:7]1[C:2]2[N:1]=[N:32][N:13]([C@H:14]3[C@@H:18]4[O:19][C:20]([CH3:22])([CH3:23])[O:21][C@@H:17]4[C@@H:16]([O:24][CH2:25][CH2:26][OH:27])[CH2:15]3)[C:3]=2[N:4]=[C:5]([S:9][CH2:10][CH2:11][CH3:12])[N:6]=1. The catalyst class is: 93. (6) Reactant: [CH3:1][N:2]1[C:10]([CH3:11])=[C:9]2[C:4]([CH:5]=[CH:6][C:7]([N:12]3[CH:17]=[CH:16][C:15]([CH2:18][OH:19])=[CH:14][C:13]3=[O:20])=[CH:8]2)=[N:3]1.C(N(CC)CC)C.[CH3:28][S:29](Cl)(=[O:31])=[O:30]. Product: [CH3:28][S:29]([O:19][CH2:18][C:15]1[CH:16]=[CH:17][N:12]([C:7]2[CH:6]=[CH:5][C:4]3[C:9](=[C:10]([CH3:11])[N:2]([CH3:1])[N:3]=3)[CH:8]=2)[C:13](=[O:20])[CH:14]=1)(=[O:31])=[O:30]. The catalyst class is: 4. (7) Reactant: [F:1][C:2]1[CH:7]=[CH:6][CH:5]=[C:4](F)[C:3]=1[N+:9]([O-:11])=[O:10].[CH3:12][O-:13].[Na+]. Product: [F:1][C:2]1[CH:7]=[CH:6][CH:5]=[C:4]([O:13][CH3:12])[C:3]=1[N+:9]([O-:11])=[O:10]. The catalyst class is: 191.